This data is from TCR-epitope binding with 47,182 pairs between 192 epitopes and 23,139 TCRs. The task is: Binary Classification. Given a T-cell receptor sequence (or CDR3 region) and an epitope sequence, predict whether binding occurs between them. The epitope is YLNTLTLAV. The TCR CDR3 sequence is CASSWGQGNTIYF. Result: 1 (the TCR binds to the epitope).